Dataset: Full USPTO retrosynthesis dataset with 1.9M reactions from patents (1976-2016). Task: Predict the reactants needed to synthesize the given product. (1) Given the product [C:37]1([C:6]2[C:7]([C:13]3[CH:18]=[CH:17][C:16]([CH2:19][N:20]4[CH2:21][CH2:22][CH:23]([C:26]5[NH:30][C:29]([C:31]6[CH:36]=[CH:35][CH:34]=[CH:33][N:32]=6)=[N:28][N:27]=5)[CH2:24][CH2:25]4)=[CH:15][CH:14]=3)=[N:8][C:9]3[CH:10]=[CH:11][N:12]4[C:48]([C:47]5[N:49]=[N:50][NH:51][CH:46]=5)=[N:2][N:1]=[C:3]4[C:4]=3[CH:5]=2)[CH:38]=[CH:39][CH:40]=[CH:41][CH:42]=1, predict the reactants needed to synthesize it. The reactants are: [NH:1]([C:3]1[N:12]=[CH:11][CH:10]=[C:9]2[C:4]=1[CH:5]=[C:6]([C:37]1[CH:42]=[CH:41][CH:40]=[CH:39][CH:38]=1)[C:7]([C:13]1[CH:18]=[CH:17][C:16]([CH2:19][N:20]3[CH2:25][CH2:24][CH:23]([C:26]4[NH:30][C:29]([C:31]5[CH:36]=[CH:35][CH:34]=[CH:33][N:32]=5)=[N:28][N:27]=4)[CH2:22][CH2:21]3)=[CH:15][CH:14]=1)=[N:8]2)[NH2:2].C1C=C[C:46]2[N:51](O)[N:50]=[N:49][C:47]=2[CH:48]=1.N1C=C(C(O)=O)N=N1.CCN(C(C)C)C(C)C.C(Cl)CCl. (2) Given the product [CH2:1]([O:3][C:4]([C:6]1[C:14]2[CH2:13][CH2:12][N:11]([C:34]3[CH:35]=[CH:36][C:37]([C:38]4([C:49]5[O:48][CH2:47][CH2:46][N:44]=5)[CH2:39][CH2:40]4)=[CH:42][CH:43]=3)[C:10](=[O:15])[C:9]=2[N:8]([C:16]2[CH:17]=[CH:18][C:19]([O:22][CH3:23])=[CH:20][CH:21]=2)[N:7]=1)=[O:5])[CH3:2], predict the reactants needed to synthesize it. The reactants are: [CH2:1]([O:3][C:4]([C:6]1[C:14]2[CH2:13][CH2:12][NH:11][C:10](=[O:15])[C:9]=2[N:8]([C:16]2[CH:21]=[CH:20][C:19]([O:22][CH3:23])=[CH:18][CH:17]=2)[N:7]=1)=[O:5])[CH3:2].C(=O)([O-])[O-].[K+].[K+].N1[C:43]2[C:34](=[CH:35][CH:36]=[C:37]3[C:42]=2N=[CH:40][CH:39]=[CH:38]3)C=CC=1.[N:44]#N.[CH3:46][CH2:47][O:48][C:49](C)=O. (3) Given the product [F:16][C:4]([F:3])([F:15])[C:5]1[N:6]=[C:7]([CH2:10][OH:11])[S:8][CH:9]=1, predict the reactants needed to synthesize it. The reactants are: [BH4-].[Na+].[F:3][C:4]([F:16])([F:15])[C:5]1[N:6]=[C:7]([C:10](OCC)=[O:11])[S:8][CH:9]=1. (4) Given the product [OH:16][CH2:17][C:18]1([C:21]2[CH:26]=[CH:25][C:24]([C:2]3[N:6]([CH3:7])[CH:5]=[N:4][C:3]=3[C:8]3[CH:13]=[C:12]([C:14]#[N:15])[CH:11]=[CH:10][N:9]=3)=[CH:23][CH:22]=2)[CH2:20][CH2:19]1, predict the reactants needed to synthesize it. The reactants are: Br[C:2]1[N:6]([CH3:7])[CH:5]=[N:4][C:3]=1[C:8]1[CH:13]=[C:12]([C:14]#[N:15])[CH:11]=[CH:10][N:9]=1.[OH:16][CH2:17][C:18]1([C:21]2[CH:26]=[CH:25][C:24](B(O)O)=[CH:23][CH:22]=2)[CH2:20][CH2:19]1.